Dataset: Catalyst prediction with 721,799 reactions and 888 catalyst types from USPTO. Task: Predict which catalyst facilitates the given reaction. (1) Reactant: COC1C=CC(NC2OC(C3C=CC4N=[C:21]([C:23]5[C:28]([CH3:29])=[CH:27][C:26]([CH2:30][CH2:31][C:32]([OH:34])=[O:33])=[CH:25][C:24]=5[CH3:35])NC=4C=3)=NN=2)=CC=1.[CH2:37]([OH:40])[CH2:38][OH:39].[CH3:41]C1C=CC(S(O)(=O)=O)=CC=1.O. Product: [CH3:41][O:34][C:32](=[O:33])[CH2:31][CH2:30][C:26]1[CH:25]=[C:24]([CH3:35])[C:23]([CH:21]2[O:40][CH2:37][CH2:38][O:39]2)=[C:28]([CH3:29])[CH:27]=1. The catalyst class is: 11. (2) Reactant: C(OC(=O)[N:7]([C@H:19]1[CH2:24][CH2:23][C@@H:22]([N:25]2[C:30](=[O:31])[C:29]3[CH:32]=[C:33]([F:36])[CH:34]=[N:35][C:28]=3[N:27]([C:37]3[CH:38]=[C:39]([C:43]4[CH:48]=[CH:47][C:46]([OH:49])=[CH:45][C:44]=4[CH:50]=O)[CH:40]=[CH:41][CH:42]=3)[C:26]2=[O:52])[CH2:21][CH2:20]1)[CH2:8][C:9]1[N:10]=[C:11]2[CH:16]=[CH:15][C:14]([F:17])=[CH:13][N:12]2[CH:18]=1)(C)(C)C.[NH:54]1[CH2:59][CH2:58][S:57][CH2:56][CH2:55]1.C(O[BH-](OC(=O)C)OC(=O)C)(=O)C.[Na+].FC(F)(F)C(O)=O. Product: [F:36][C:33]1[CH:34]=[N:35][C:28]2[N:27]([C:37]3[CH:38]=[C:39]([C:43]4[CH:48]=[CH:47][C:46]([OH:49])=[CH:45][C:44]=4[CH2:50][N:54]4[CH2:59][CH2:58][S:57][CH2:56][CH2:55]4)[CH:40]=[CH:41][CH:42]=3)[C:26](=[O:52])[N:25]([C@H:22]3[CH2:23][CH2:24][C@@H:19]([NH:7][CH2:8][C:9]4[N:10]=[C:11]5[CH:16]=[CH:15][C:14]([F:17])=[CH:13][N:12]5[CH:18]=4)[CH2:20][CH2:21]3)[C:30](=[O:31])[C:29]=2[CH:32]=1. The catalyst class is: 2. (3) Reactant: [Br:1]N1C(=O)CCC1=O.[NH2:9][C:10]1[C:19]2[C:14](=[CH:15][CH:16]=[CH:17][CH:18]=2)[CH:13]=[CH:12][N:11]=1. Product: [Br:1][C:13]1[C:14]2[C:19](=[CH:18][CH:17]=[CH:16][CH:15]=2)[C:10]([NH2:9])=[N:11][CH:12]=1. The catalyst class is: 15. (4) Reactant: [C:1]([C:4]1[CH:12]=[C:11]2[C:7]([CH:8]=[CH:9][NH:10]2)=[CH:6][CH:5]=1)(=[O:3])[CH3:2].[OH2:13]. Product: [C:1]([C:4]1[CH:12]=[C:11]2[C:7]([C:8]3[C:9]([NH:10]2)=[C:9]2[NH:10][C:11]4[CH:12]=[C:4]([C:1](=[O:13])[CH3:2])[CH:5]=[CH:6][C:7]=4[C:8]2=[C:9]2[NH:10][C:11]4[CH:12]=[C:4]([C:1](=[O:3])[CH3:2])[CH:5]=[CH:6][C:7]=4[C:8]=32)=[CH:6][CH:5]=1)(=[O:3])[CH3:2]. The catalyst class is: 10. (5) Reactant: [CH3:1][C:2]1[C:6]([C:7]([OH:9])=O)=[C:5]([C:10]2[CH:15]=[CH:14][CH:13]=[CH:12][CH:11]=2)[O:4][N:3]=1.[C:16]1([CH:22]2[CH2:26][CH2:25][NH:24][CH2:23]2)[CH:21]=[CH:20][CH:19]=[CH:18][CH:17]=1.F[B-](F)(F)F.N1(OC(N(C)C)=[N+](C)C)C2C=CC=CC=2N=N1.C(N(C(C)C)CC)(C)C. Product: [CH3:1][C:2]1[C:6]([C:7]([N:24]2[CH2:25][CH2:26][CH:22]([C:16]3[CH:21]=[CH:20][CH:19]=[CH:18][CH:17]=3)[CH2:23]2)=[O:9])=[C:5]([C:10]2[CH:15]=[CH:14][CH:13]=[CH:12][CH:11]=2)[O:4][N:3]=1. The catalyst class is: 9. (6) Reactant: C[O:2][C:3](=[O:36])[C@H:4]([N:11]([S:22]([C:25]1[C:30]([CH3:31])=[CH:29][C:28]([O:32][CH3:33])=[C:27]([CH3:34])[C:26]=1[CH3:35])(=[O:24])=[O:23])[CH2:12][C:13]1[CH:14]=[C:15]2[C:19](=[CH:20][CH:21]=1)[NH:18][CH:17]=[CH:16]2)[CH2:5][O:6][C:7]([CH3:10])([CH3:9])[CH3:8].O[Li].O.Cl. Product: [NH:18]1[C:19]2[C:15](=[CH:14][C:13]([CH2:12][N:11]([S:22]([C:25]3[C:30]([CH3:31])=[CH:29][C:28]([O:32][CH3:33])=[C:27]([CH3:34])[C:26]=3[CH3:35])(=[O:24])=[O:23])[C@H:4]([CH2:5][O:6][C:7]([CH3:10])([CH3:9])[CH3:8])[C:3]([OH:36])=[O:2])=[CH:21][CH:20]=2)[CH:16]=[CH:17]1. The catalyst class is: 364. (7) Reactant: Cl[CH2:2][C:3]1[N:4]=[C:5]([C:9]2[CH:10]=[N:11][CH:12]=[CH:13][CH:14]=2)[O:6][C:7]=1[CH3:8].C(=O)([O-])[O-].[K+].[K+].[O:21]=[CH:22][C:23]1[CH:31]=[CH:30][C:28]([OH:29])=[C:25]([O:26][CH3:27])[CH:24]=1.CN(C)C=O. Product: [CH3:27][O:26][C:25]1[CH:24]=[C:23]([CH:31]=[CH:30][C:28]=1[O:29][CH2:2][C:3]1[N:4]=[C:5]([C:9]2[CH:10]=[N:11][CH:12]=[CH:13][CH:14]=2)[O:6][C:7]=1[CH3:8])[CH:22]=[O:21]. The catalyst class is: 6. (8) Reactant: [C:1]([C:3]1[N:4]=[C:5]2[C:18](=NO)[C:17]3[CH:16]=[CH:15][CH:14]=[CH:13][C:12]=3[C:6]2=[N:7][C:8]=1[C:9]([NH2:11])=[O:10])#[N:2].FC(F)(F)C(OI(C1C=CC=CC=1)OC(=O)C(F)(F)F)=[O:24]. Product: [C:1]([C:3]1[N:4]=[C:5]2[C:18](=[O:24])[C:17]3[CH:16]=[CH:15][CH:14]=[CH:13][C:12]=3[C:6]2=[N:7][C:8]=1[C:9]([NH2:11])=[O:10])#[N:2]. The catalyst class is: 144. (9) Reactant: [CH3:1][S:2][CH:3]([C:5]1[CH:6]=[N:7][C:8]([C:11]([F:14])([F:13])[F:12])=[CH:9][CH:10]=1)[CH3:4].[N:15]#[C:16][NH2:17].[O-]Cl.[Na+].S(S([O-])=O)([O-])(=O)=O.[Na+].[Na+]. Product: [F:12][C:11]([F:14])([F:13])[C:8]1[N:7]=[CH:6][C:5]([CH:3]([S:2]([CH3:1])=[N:17][C:16]#[N:15])[CH3:4])=[CH:10][CH:9]=1. The catalyst class is: 47.